This data is from Forward reaction prediction with 1.9M reactions from USPTO patents (1976-2016). The task is: Predict the product of the given reaction. Given the reactants [Br:1][C:2]1[C:3]([F:20])=[C:4]([N:8]2[CH:13]=[C:12]([O:14][CH3:15])[C:11](=[O:16])[C:10]([C:17]([OH:19])=O)=[N:9]2)[CH:5]=[CH:6][CH:7]=1.C1N=CN(C(N2C=NC=C2)=O)C=1.Cl.[CH3:34][NH:35][O:36][CH3:37].CCN(C(C)C)C(C)C, predict the reaction product. The product is: [Br:1][C:2]1[C:3]([F:20])=[C:4]([N:8]2[CH:13]=[C:12]([O:14][CH3:15])[C:11](=[O:16])[C:10]([C:17]([N:35]([O:36][CH3:37])[CH3:34])=[O:19])=[N:9]2)[CH:5]=[CH:6][CH:7]=1.